From a dataset of NCI-60 drug combinations with 297,098 pairs across 59 cell lines. Regression. Given two drug SMILES strings and cell line genomic features, predict the synergy score measuring deviation from expected non-interaction effect. (1) Drug 1: CNC(=O)C1=CC=CC=C1SC2=CC3=C(C=C2)C(=NN3)C=CC4=CC=CC=N4. Drug 2: CC1C(C(CC(O1)OC2CC(CC3=C2C(=C4C(=C3O)C(=O)C5=C(C4=O)C(=CC=C5)OC)O)(C(=O)CO)O)N)O.Cl. Cell line: SF-539. Synergy scores: CSS=51.0, Synergy_ZIP=-2.41, Synergy_Bliss=1.28, Synergy_Loewe=-0.147, Synergy_HSA=5.01. (2) Drug 1: CCC(=C(C1=CC=CC=C1)C2=CC=C(C=C2)OCCN(C)C)C3=CC=CC=C3.C(C(=O)O)C(CC(=O)O)(C(=O)O)O. Drug 2: CCC1(C2=C(COC1=O)C(=O)N3CC4=CC5=C(C=CC(=C5CN(C)C)O)N=C4C3=C2)O.Cl. Cell line: NCI-H522. Synergy scores: CSS=29.0, Synergy_ZIP=-0.0691, Synergy_Bliss=0.193, Synergy_Loewe=-17.9, Synergy_HSA=-0.765. (3) Cell line: KM12. Synergy scores: CSS=59.2, Synergy_ZIP=16.2, Synergy_Bliss=12.4, Synergy_Loewe=-23.5, Synergy_HSA=10.1. Drug 2: CCC1=CC2CC(C3=C(CN(C2)C1)C4=CC=CC=C4N3)(C5=C(C=C6C(=C5)C78CCN9C7C(C=CC9)(C(C(C8N6C)(C(=O)OC)O)OC(=O)C)CC)OC)C(=O)OC.C(C(C(=O)O)O)(C(=O)O)O. Drug 1: CCCS(=O)(=O)NC1=C(C(=C(C=C1)F)C(=O)C2=CNC3=C2C=C(C=N3)C4=CC=C(C=C4)Cl)F. (4) Drug 1: CN(C)N=NC1=C(NC=N1)C(=O)N. Drug 2: CC1CCC2CC(C(=CC=CC=CC(CC(C(=O)C(C(C(=CC(C(=O)CC(OC(=O)C3CCCCN3C(=O)C(=O)C1(O2)O)C(C)CC4CCC(C(C4)OC)OCCO)C)C)O)OC)C)C)C)OC. Cell line: HS 578T. Synergy scores: CSS=15.6, Synergy_ZIP=-3.84, Synergy_Bliss=-2.16, Synergy_Loewe=-8.52, Synergy_HSA=-2.06.